This data is from Full USPTO retrosynthesis dataset with 1.9M reactions from patents (1976-2016). The task is: Predict the reactants needed to synthesize the given product. Given the product [C:1]([C:5]1[CH:6]=[CH:7][C:8]([NH:11][C:12]([C:14]2[CH:19]=[CH:18][N:17]=[N:16][C:15]=2[NH:21][CH2:22][C:23]2[CH:28]=[CH:27][N:26]=[C:25]([O:29][CH3:30])[CH:24]=2)=[O:13])=[CH:9][CH:10]=1)([CH3:4])([CH3:2])[CH3:3], predict the reactants needed to synthesize it. The reactants are: [C:1]([C:5]1[CH:10]=[CH:9][C:8]([NH:11][C:12]([C:14]2[CH:19]=[C:18](Cl)[N:17]=[N:16][C:15]=2[NH:21][CH2:22][C:23]2[CH:28]=[CH:27][N:26]=[C:25]([O:29][CH3:30])[CH:24]=2)=[O:13])=[CH:7][CH:6]=1)([CH3:4])([CH3:3])[CH3:2].N#N.